From a dataset of NCI-60 drug combinations with 297,098 pairs across 59 cell lines. Regression. Given two drug SMILES strings and cell line genomic features, predict the synergy score measuring deviation from expected non-interaction effect. (1) Drug 1: C(CN)CNCCSP(=O)(O)O. Cell line: SF-539. Drug 2: CC1CCCC2(C(O2)CC(NC(=O)CC(C(C(=O)C(C1O)C)(C)C)O)C(=CC3=CSC(=N3)C)C)C. Synergy scores: CSS=44.0, Synergy_ZIP=7.20, Synergy_Bliss=1.01, Synergy_Loewe=-40.1, Synergy_HSA=-10.2. (2) Drug 1: CN(CC1=CN=C2C(=N1)C(=NC(=N2)N)N)C3=CC=C(C=C3)C(=O)NC(CCC(=O)O)C(=O)O. Drug 2: COCCOC1=C(C=C2C(=C1)C(=NC=N2)NC3=CC=CC(=C3)C#C)OCCOC.Cl. Cell line: CAKI-1. Synergy scores: CSS=11.7, Synergy_ZIP=-0.0645, Synergy_Bliss=3.31, Synergy_Loewe=-28.4, Synergy_HSA=-4.11. (3) Drug 1: C1=CN(C=N1)CC(O)(P(=O)(O)O)P(=O)(O)O. Drug 2: CN(C(=O)NC(C=O)C(C(C(CO)O)O)O)N=O. Cell line: HCT116. Synergy scores: CSS=-3.21, Synergy_ZIP=1.45, Synergy_Bliss=2.07, Synergy_Loewe=-1.75, Synergy_HSA=-0.798. (4) Synergy scores: CSS=0.565, Synergy_ZIP=-1.56, Synergy_Bliss=-2.74, Synergy_Loewe=-3.16, Synergy_HSA=-2.50. Drug 2: CCCCCOC(=O)NC1=NC(=O)N(C=C1F)C2C(C(C(O2)C)O)O. Drug 1: C1=NC2=C(N1)C(=S)N=CN2. Cell line: NCI-H460. (5) Drug 1: CC12CCC3C(C1CCC2=O)CC(=C)C4=CC(=O)C=CC34C. Drug 2: C1CC(C1)(C(=O)O)C(=O)O.[NH2-].[NH2-].[Pt+2]. Cell line: NCI-H226. Synergy scores: CSS=43.8, Synergy_ZIP=-0.719, Synergy_Bliss=3.13, Synergy_Loewe=4.59, Synergy_HSA=5.17. (6) Drug 1: C1CC(=O)NC(=O)C1N2CC3=C(C2=O)C=CC=C3N. Drug 2: C1=C(C(=O)NC(=O)N1)N(CCCl)CCCl. Cell line: SK-MEL-28. Synergy scores: CSS=13.8, Synergy_ZIP=-2.10, Synergy_Bliss=0.348, Synergy_Loewe=-4.31, Synergy_HSA=0.838.